From a dataset of Reaction yield outcomes from USPTO patents with 853,638 reactions. Predict the reaction yield, written as a fraction of the theoretical maximum amount of product (1.0 means a 100% yield; for example, 0.34 means a 34% yield). (1) The reactants are [F:1][C:2]1[CH:7]=[C:6]([N+:8]([O-])=O)[CH:5]=[CH:4][C:3]=1[S:11][CH3:12]. The catalyst is C(O)(=O)C.O.[Fe]. The product is [F:1][C:2]1[CH:7]=[C:6]([NH2:8])[CH:5]=[CH:4][C:3]=1[S:11][CH3:12]. The yield is 0.970. (2) The catalyst is O1CCOCC1. The reactants are Cl.Cl.Cl.[CH3:4][C:5]1[N:6]=[C:7]([CH3:15])[C:8]2[N:9]([CH:11]=[C:12]([NH2:14])[N:13]=2)[CH:10]=1.C(N(C(C)C)C(C)C)C.[F:25][C:26]1[CH:34]=[CH:33][C:29]([C:30](Cl)=[O:31])=[CH:28][CH:27]=1. The yield is 0.890. The product is [CH3:4][C:5]1[N:6]=[C:7]([CH3:15])[C:8]2[N:9]([CH:11]=[C:12]([NH:14][C:30](=[O:31])[C:29]3[CH:33]=[CH:34][C:26]([F:25])=[CH:27][CH:28]=3)[N:13]=2)[CH:10]=1.